Dataset: Full USPTO retrosynthesis dataset with 1.9M reactions from patents (1976-2016). Task: Predict the reactants needed to synthesize the given product. (1) Given the product [CH2:25]([N:32]([CH2:40][CH2:41][C:42]1[CH:43]=[CH:44][C:45]([O:48][CH2:49][CH2:50][CH2:51][CH2:52][C:53]2[CH:54]=[CH:55][CH:56]=[CH:57][CH:58]=2)=[CH:46][CH:47]=1)[CH2:33][C:34]([C:16]1[C:17]2[S:24][C:10]([O:9][CH:6]([CH3:8])[CH3:7])=[N:11][C:12]=2[C:13]([O:19][C:20]([CH3:23])([CH3:22])[CH3:21])=[CH:14][CH:15]=1)=[O:35])[C:26]1[CH:27]=[CH:28][CH:29]=[CH:30][CH:31]=1, predict the reactants needed to synthesize it. The reactants are: C([Li])(C)(C)C.[CH:6]([O:9][C:10](=[S:24])[NH:11][C:12]1[CH:17]=[C:16](F)[CH:15]=[CH:14][C:13]=1[O:19][C:20]([CH3:23])([CH3:22])[CH3:21])([CH3:8])[CH3:7].[CH2:25]([N:32]([CH2:40][CH2:41][C:42]1[CH:47]=[CH:46][C:45]([O:48][CH2:49][CH2:50][CH2:51][CH2:52][C:53]2[CH:58]=[CH:57][CH:56]=[CH:55][CH:54]=2)=[CH:44][CH:43]=1)[CH2:33][C:34](N(OC)C)=[O:35])[C:26]1[CH:31]=[CH:30][CH:29]=[CH:28][CH:27]=1. (2) Given the product [C:49]([C:53]1[N:54]=[C:55]([NH:58][C:13](=[O:15])[CH2:12][CH:4]2[C:5](=[O:11])[O:6][C:7]([CH3:9])([CH3:10])[CH2:8][N:3]2[CH2:1][CH3:2])[S:56][CH:57]=1)([CH3:52])([CH3:51])[CH3:50], predict the reactants needed to synthesize it. The reactants are: [CH2:1]([N:3]1[CH2:8][C:7]([CH3:10])([CH3:9])[O:6][C:5](=[O:11])[CH:4]1[CH2:12][C:13]([OH:15])=O)[CH3:2].C(N(C(C)C)CC)(C)C.CN(C(ON1N=NC2C=CC=NC1=2)=[N+](C)C)C.F[P-](F)(F)(F)(F)F.[C:49]([C:53]1[N:54]=[C:55]([NH2:58])[S:56][CH:57]=1)([CH3:52])([CH3:51])[CH3:50]. (3) The reactants are: [C:1]([O:7][CH2:8][CH3:9])(=[O:6])[CH2:2][C:3]([CH3:5])=O.[Cl:10][C:11]1[CH:12]=[C:13]([CH:16]=[C:17]([Cl:19])[CH:18]=1)[CH:14]=O.[NH4+:20].[OH-:21]. Given the product [Cl:10][C:11]1[CH:12]=[C:13]([CH:14]2[C:2]([C:1]([O:7][CH2:8][CH3:9])=[O:6])=[C:3]([CH3:5])[NH:20][C:3]([CH3:5])=[C:2]2[C:1]([O:7][CH2:8][CH3:9])=[O:21])[CH:16]=[C:17]([Cl:19])[CH:18]=1, predict the reactants needed to synthesize it. (4) Given the product [CH2:1]([O:3][C:4]([C:6]1[N:7]([CH3:28])[C:8]([CH2:24][CH2:25][CH2:26][O:27][S:37]([CH3:36])(=[O:39])=[O:38])=[C:9]([C:18]2[CH:23]=[CH:22][N:21]=[CH:20][CH:19]=2)[C:10]=1[C:11]1[CH:12]=[CH:13][C:14]([F:17])=[CH:15][CH:16]=1)=[O:5])[CH3:2], predict the reactants needed to synthesize it. The reactants are: [CH2:1]([O:3][C:4]([C:6]1[N:7]([CH3:28])[C:8]([CH2:24][CH2:25][CH2:26][OH:27])=[C:9]([C:18]2[CH:23]=[CH:22][N:21]=[CH:20][CH:19]=2)[C:10]=1[C:11]1[CH:16]=[CH:15][C:14]([F:17])=[CH:13][CH:12]=1)=[O:5])[CH3:2].C(N(CC)CC)C.[CH3:36][S:37](Cl)(=[O:39])=[O:38]. (5) Given the product [F:20][C:14]1[CH:15]=[C:16]([F:19])[CH:17]=[CH:18][C:13]=1[CH2:12][N:2]1[CH2:3][C:4]2[C:9](=[CH:8][CH:7]=[CH:6][CH:5]=2)[C:1]1=[O:10], predict the reactants needed to synthesize it. The reactants are: [C:1]1(=[O:10])[C:9]2[C:4](=[CH:5][CH:6]=[CH:7][CH:8]=2)[CH2:3][NH:2]1.Br[CH2:12][C:13]1[CH:18]=[CH:17][C:16]([F:19])=[CH:15][C:14]=1[F:20].C([O-])([O-])=O.[Cs+].[Cs+].C1OCCOCCOCCOCCOCCOC1. (6) Given the product [Cl:1][C:2]1[CH:3]=[CH:4][C:5]([C:6]([N:8]2[C:16]3[C:11](=[CH:12][C:13]([O:17][CH3:18])=[CH:14][CH:15]=3)[C:10]([CH2:19][C:20]([NH:22][CH2:23][CH2:24][NH:25][C:26]([C:27]3[CH:28]=[CH:29][C:30]([O:33][S:38]([C:41]4[CH:47]=[CH:46][C:44]([CH3:45])=[CH:43][CH:42]=4)(=[O:40])=[O:39])=[CH:31][CH:32]=3)=[O:34])=[O:21])=[C:9]2[CH3:35])=[O:7])=[CH:36][CH:37]=1, predict the reactants needed to synthesize it. The reactants are: [Cl:1][C:2]1[CH:37]=[CH:36][C:5]([C:6]([N:8]2[C:16]3[C:11](=[CH:12][C:13]([O:17][CH3:18])=[CH:14][CH:15]=3)[C:10]([CH2:19][C:20]([NH:22][CH2:23][CH2:24][NH:25][C:26](=[O:34])[C:27]3[CH:32]=[CH:31][C:30]([OH:33])=[CH:29][CH:28]=3)=[O:21])=[C:9]2[CH3:35])=[O:7])=[CH:4][CH:3]=1.[S:38](Cl)([C:41]1[CH:47]=[CH:46][C:44]([CH3:45])=[CH:43][CH:42]=1)(=[O:40])=[O:39].